Task: Predict the reaction yield, written as a fraction of the theoretical maximum amount of product (1.0 means a 100% yield; for example, 0.34 means a 34% yield).. Dataset: Reaction yield outcomes from USPTO patents with 853,638 reactions (1) The reactants are [F:1][C:2]1[CH:7]=[CH:6][C:5]([CH:8]([OH:12])[C:9]([OH:11])=[O:10])=[CH:4][CH:3]=1.OS(O)(=O)=O.[CH2:18](O)[CH3:19]. No catalyst specified. The product is [F:1][C:2]1[CH:3]=[CH:4][C:5]([CH:8]([OH:12])[C:9]([O:11][CH2:18][CH3:19])=[O:10])=[CH:6][CH:7]=1. The yield is 0.900. (2) The reactants are [N:1]1([C:7]2[N:12]=[C:11]([C:13]3[C:14]([C:20]([F:23])([F:22])[F:21])=[CH:15][C:16]([NH2:19])=[N:17][CH:18]=3)[CH:10]=[C:9]([N:24]3[CH2:29][CH2:28][O:27][CH2:26][CH2:25]3)[N:8]=2)[CH2:6][CH2:5][O:4][CH2:3][CH2:2]1.CC(C)=O.[ClH:34]. The catalyst is O. The product is [ClH:34].[OH2:4].[N:1]1([C:7]2[N:12]=[C:11]([C:13]3[C:14]([C:20]([F:23])([F:21])[F:22])=[CH:15][C:16]([NH2:19])=[N:17][CH:18]=3)[CH:10]=[C:9]([N:24]3[CH2:25][CH2:26][O:27][CH2:28][CH2:29]3)[N:8]=2)[CH2:2][CH2:3][O:4][CH2:5][CH2:6]1. The yield is 0.757. (3) The reactants are [O:1]([CH2:8][C:9]1[CH:18]=[C:12]2[C:13](=[O:17])[NH:14][CH2:15][CH2:16][N:11]2[N:10]=1)[C:2]1[CH:7]=[CH:6][CH:5]=[CH:4][CH:3]=1.[CH:19]1(B(O)O)[CH2:21][CH2:20]1.Cl. The catalyst is CN(C1C=CN=CC=1)C.C1(C)C=CC=CC=1.O.C([O-])(=O)C.[Cu+2].C([O-])(=O)C. The product is [CH:19]1([N:14]2[CH2:15][CH2:16][N:11]3[N:10]=[C:9]([CH2:8][O:1][C:2]4[CH:3]=[CH:4][CH:5]=[CH:6][CH:7]=4)[CH:18]=[C:12]3[C:13]2=[O:17])[CH2:21][CH2:20]1. The yield is 0.160. (4) The product is [CH2:15]([O:14][C:12](=[O:13])[CH:11]([N:6]([C:5]1[CH:8]=[CH:9][C:2]([F:1])=[CH:3][CH:4]=1)[CH3:7])[C:17]1[CH:22]=[CH:21][CH:20]=[CH:19][CH:18]=1)[CH3:16]. The yield is 1.00. The reactants are [F:1][C:2]1[CH:9]=[CH:8][C:5]([NH:6][CH3:7])=[CH:4][CH:3]=1.Br[CH:11]([C:17]1[CH:22]=[CH:21][CH:20]=[CH:19][CH:18]=1)[C:12]([O:14][CH2:15][CH3:16])=[O:13].CCN(C(C)C)C(C)C. The catalyst is C(#N)C. (5) The reactants are [CH3:1][CH2:2][CH2:3][C:4]1[C:5]2[N:14]=[C:13]([C:15]3[CH:16]=[C:17]([S:24]([N:27]4[CH2:32][CH2:31][N:30]([CH3:33])[CH2:29][CH2:28]4)(=[O:26])=[O:25])[CH:18]=[CH:19][C:20]=3[O:21][CH2:22][CH3:23])[NH:12][C:10](=[O:11])[C:6]=2[N:7]([CH3:9])[N:8]=1.[C:34]([OH:46])(=[O:45])[CH2:35][C:36]([CH2:41][C:42]([OH:44])=[O:43])([C:38]([OH:40])=[O:39])[OH:37]. The catalyst is CC(C)=O. The product is [CH3:1][CH2:2][CH2:3][C:4]1[C:5]2[N:14]=[C:13]([C:15]3[CH:16]=[C:17]([S:24]([N:27]4[CH2:32][CH2:31][N:30]([CH3:33])[CH2:29][CH2:28]4)(=[O:25])=[O:26])[CH:18]=[CH:19][C:20]=3[O:21][CH2:22][CH3:23])[NH:12][C:10](=[O:11])[C:6]=2[N:7]([CH3:9])[N:8]=1.[CH2:41]([C:36]([OH:37])([C:38]([OH:40])=[O:39])[CH2:35][C:34]([OH:46])=[O:45])[C:42]([OH:44])=[O:43]. The yield is 0.955. (6) The reactants are [CH3:1][C:2]1[CH:3]=[C:4]([CH:7]=[CH:8][C:9]=1[N:10]1[CH2:15][CH2:14][NH:13][CH2:12][CH2:11]1)[C:5]#[N:6].[C:16](O[C:16]([O:18][C:19]([CH3:22])([CH3:21])[CH3:20])=[O:17])([O:18][C:19]([CH3:22])([CH3:21])[CH3:20])=[O:17]. The catalyst is C1COCC1.CO. The product is [C:5]([C:4]1[CH:7]=[CH:8][C:9]([N:10]2[CH2:11][CH2:12][N:13]([C:16]([O:18][C:19]([CH3:22])([CH3:21])[CH3:20])=[O:17])[CH2:14][CH2:15]2)=[C:2]([CH3:1])[CH:3]=1)#[N:6]. The yield is 1.00.